Dataset: Forward reaction prediction with 1.9M reactions from USPTO patents (1976-2016). Task: Predict the product of the given reaction. (1) Given the reactants [Cl:1][C:2]1[C:18]([N+:19]([O-])=O)=[C:17]([F:22])[CH:16]=[CH:15][C:3]=1[C:4]([NH:6][S:7]([N:10]([CH:12]([CH3:14])[CH3:13])[CH3:11])(=[O:9])=[O:8])=[O:5].[Cl-].[NH4+].CO.[H][H], predict the reaction product. The product is: [Cl:1][C:2]1[C:18]([NH2:19])=[C:17]([F:22])[CH:16]=[CH:15][C:3]=1[C:4]([NH:6][S:7]([N:10]([CH:12]([CH3:14])[CH3:13])[CH3:11])(=[O:9])=[O:8])=[O:5]. (2) Given the reactants [Cl:1][C:2]1[CH:23]=[CH:22][C:5]([O:6][C:7]2[CH:12]=[CH:11][C:10]([C:13](=[O:17])[CH:14]([CH3:16])[CH3:15])=[C:9]([C:18]([F:21])([F:20])[F:19])[CH:8]=2)=[CH:4][CH:3]=1.[CH3:24][S+](C)C.COS([O-])(=O)=O.[OH-].[K+].O, predict the reaction product. The product is: [Cl:1][C:2]1[CH:3]=[CH:4][C:5]([O:6][C:7]2[CH:12]=[CH:11][C:10]([C:13]3([CH:14]([CH3:16])[CH3:15])[CH2:24][O:17]3)=[C:9]([C:18]([F:19])([F:20])[F:21])[CH:8]=2)=[CH:22][CH:23]=1.